This data is from Full USPTO retrosynthesis dataset with 1.9M reactions from patents (1976-2016). The task is: Predict the reactants needed to synthesize the given product. (1) Given the product [CH3:39][O:38][C:36](=[O:37])[C:34]1[CH:33]=[CH:32][C:31]([C:2]2[C:25](=[O:26])[N:24]([CH2:27][CH3:28])[C:5]3[N:6]=[C:7]([NH:10][C:11]4[CH:16]=[CH:15][C:14]([N:17]5[CH2:22][CH2:21][N:20]([CH3:23])[CH2:19][CH2:18]5)=[CH:13][CH:12]=4)[N:8]=[CH:9][C:4]=3[CH:3]=2)=[C:30]([Cl:29])[CH:35]=1, predict the reactants needed to synthesize it. The reactants are: Br[C:2]1[C:25](=[O:26])[N:24]([CH2:27][CH3:28])[C:5]2[N:6]=[C:7]([NH:10][C:11]3[CH:16]=[CH:15][C:14]([N:17]4[CH2:22][CH2:21][N:20]([CH3:23])[CH2:19][CH2:18]4)=[CH:13][CH:12]=3)[N:8]=[CH:9][C:4]=2[CH:3]=1.[Cl:29][C:30]1[CH:35]=[C:34]([C:36]([O:38][CH3:39])=[O:37])[CH:33]=[CH:32][C:31]=1B(O)O.[O-]P([O-])([O-])=O.[K+].[K+].[K+].CN(C)C=O. (2) Given the product [CH2:28]([N:32]([CH2:33][C:34]1[CH:46]=[CH:45][C:37]([O:38][CH2:39][C:40]([O:42][CH2:43][CH3:44])=[O:41])=[C:36]([CH3:47])[CH:35]=1)[C:2]1[C:7]([CH3:8])=[C:6]([C:9]2[CH:14]=[CH:13][C:12]([C:15]([F:18])([F:17])[F:16])=[CH:11][CH:10]=2)[N:5]=[CH:4][N:3]=1)[CH2:29][CH2:30][CH3:31], predict the reactants needed to synthesize it. The reactants are: Cl[C:2]1[C:7]([CH3:8])=[C:6]([C:9]2[CH:14]=[CH:13][C:12]([C:15]([F:18])([F:17])[F:16])=[CH:11][CH:10]=2)[N:5]=[CH:4][N:3]=1.C(N(CC)C(C)C)(C)C.[CH2:28]([NH:32][CH2:33][C:34]1[CH:46]=[CH:45][C:37]([O:38][CH2:39][C:40]([O:42][CH2:43][CH3:44])=[O:41])=[C:36]([CH3:47])[CH:35]=1)[CH2:29][CH2:30][CH3:31]. (3) Given the product [C:1]([O:5][C:6]([N:8]1[CH2:9][CH2:10][CH:11]([N:14]([CH2:21][CH2:22][O:23][CH3:24])[CH2:15][C:16]([F:17])([F:18])[F:19])[CH2:12][CH2:13]1)=[O:7])([CH3:4])([CH3:3])[CH3:2], predict the reactants needed to synthesize it. The reactants are: [C:1]([O:5][C:6]([N:8]1[CH2:13][CH2:12][CH:11]([N:14]([CH2:21][CH2:22][O:23][CH3:24])[C:15](=O)[C:16]([F:19])([F:18])[F:17])[CH2:10][CH2:9]1)=[O:7])([CH3:4])([CH3:3])[CH3:2]. (4) Given the product [CH3:18][C@:14]1([CH2:19][N:20]2[C:24]3[CH:25]=[C:26]([C:29]#[N:30])[CH:27]=[CH:28][C:23]=3[N:22]=[CH:21]2)[CH2:15][CH2:16][CH2:17][C@:11]2([O:10][C:9](=[O:31])[NH:8][CH2:12]2)[CH2:13]1, predict the reactants needed to synthesize it. The reactants are: COC1C=CC(C[N:8]2[CH2:12][C@@:11]3([CH2:17][CH2:16][CH2:15][C@@:14]([CH2:19][N:20]4[C:24]5[CH:25]=[C:26]([C:29]#[N:30])[CH:27]=[CH:28][C:23]=5[N:22]=[CH:21]4)([CH3:18])[CH2:13]3)[O:10][C:9]2=[O:31])=CC=1. (5) Given the product [N:18]1[CH:19]=[CH:20][C:15]([CH:14]([C:21]2[CH:26]=[CH:25][N:24]=[CH:23][CH:22]=2)[CH2:13][NH:12][C:10]2[C:9]3[C:4](=[CH:5][CH:6]=[CH:7][CH:8]=3)[N:3]=[C:2]([C:33]3[C:28]([CH3:27])=[CH:29][C:30]4[N:31]([CH:37]=[CH:38][N:39]=4)[CH:32]=3)[N:11]=2)=[CH:16][CH:17]=1, predict the reactants needed to synthesize it. The reactants are: Cl[C:2]1[N:11]=[C:10]([NH:12][CH2:13][CH:14]([C:21]2[CH:26]=[CH:25][N:24]=[CH:23][CH:22]=2)[C:15]2[CH:20]=[CH:19][N:18]=[CH:17][CH:16]=2)[C:9]2[C:4](=[CH:5][CH:6]=[CH:7][CH:8]=2)[N:3]=1.[CH3:27][C:28]1[C:33](B(O)O)=[CH:32][N:31]2[CH:37]=[CH:38][N:39]=[C:30]2[CH:29]=1.C(NC1C2C(=CC=CC=2)N=C(C2SC3C=CC=CC=3C=2)N=1)(C1C=CC=CC=1)C1C=CC=CC=1. (6) Given the product [OH:22][NH:21][C:19](=[O:20])[CH:18]([CH2:30][C:31]1[CH:36]=[CH:35][CH:34]=[CH:33][CH:32]=1)[CH2:17][S:14]([N:9]1[CH2:10][CH2:11][NH:12][CH2:13][CH:8]1[C:5]1[CH:6]=[CH:7][C:2]([F:1])=[CH:3][CH:4]=1)(=[O:15])=[O:16], predict the reactants needed to synthesize it. The reactants are: [F:1][C:2]1[CH:7]=[CH:6][C:5]([CH:8]2[CH2:13][NH:12][CH2:11][CH2:10][N:9]2[S:14]([CH2:17][CH:18]([CH2:30][C:31]2[CH:36]=[CH:35][CH:34]=[CH:33][CH:32]=2)[C:19]([NH:21][O:22]CC2C=CC=CC=2)=[O:20])(=[O:16])=[O:15])=[CH:4][CH:3]=1.